From a dataset of Reaction yield outcomes from USPTO patents with 853,638 reactions. Predict the reaction yield, written as a fraction of the theoretical maximum amount of product (1.0 means a 100% yield; for example, 0.34 means a 34% yield). The reactants are [CH:1]1([N:4]2[CH:8]=[CH:7][N:6]=[CH:5]2)[CH2:3][CH2:2]1.[Br:9]N1C(C)(C)C(=O)N(Br)C1=O. The catalyst is C(Cl)Cl. The product is [Br:9][C:8]1[N:4]([CH:1]2[CH2:3][CH2:2]2)[CH:5]=[N:6][CH:7]=1. The yield is 0.370.